Dataset: Forward reaction prediction with 1.9M reactions from USPTO patents (1976-2016). Task: Predict the product of the given reaction. (1) Given the reactants CS(Cl)(=O)=[O:3].C(N(CC)CC)C.[NH:13]1[CH:17]=[CH:16][C:15]([C:18]([OH:20])=O)=N1.N1C=[CH:25][CH:24]=[CH:23][CH:22]=1, predict the reaction product. The product is: [O:20]1[C:18]2[CH:22]=[CH:23][CH:24]=[CH:25][C:15]=2[CH2:16][C:17](=[O:3])[NH:13]1. (2) Given the reactants Cl.O.N[CH:4]([CH2:8]C1C=CC=CC=1)[C:5](O)=O.[CH2:15]([O:18][C:19]1[CH:30]=[CH:29][C:22]([CH2:23][C@@H:24]([C:26]([OH:28])=[O:27])[NH2:25])=[CH:21][CH:20]=1)[C:16]#[CH:17], predict the reaction product. The product is: [CH2:8]([O:27][C:26](=[O:28])[CH:24]([NH2:25])[CH2:23][C:22]1[CH:29]=[CH:30][C:19]([O:18][CH2:15][C:16]#[CH:17])=[CH:20][CH:21]=1)[C:4]#[CH:5]. (3) Given the reactants C(OC([CH2:8][NH:9][C:10]1[N:15]=[C:14]([C:16]2[CH:21]=[CH:20][C:19]([CH2:22][CH2:23][C:24]([O:26][CH3:27])=[O:25])=[CH:18][C:17]=2[O:28][CH2:29][CH3:30])[CH:13]=[CH:12][CH:11]=1)=O)(C)(C)C.FC(F)(F)C(O)=O.C(=O)([O-])O.[Na+], predict the reaction product. The product is: [CH2:29]([O:28][C:17]1[CH:18]=[C:19]([CH2:22][CH2:23][C:24]([O:26][CH3:27])=[O:25])[CH:20]=[CH:21][C:16]=1[C:14]1[CH:13]=[CH:12][CH:11]=[C:10]([NH:9][CH3:8])[N:15]=1)[CH3:30]. (4) The product is: [Br:1][C:2]1[CH:3]=[C:4]([CH:8]=[C:9]([F:11])[CH:10]=1)[C:5]([O:7][CH2:12][CH3:13])=[O:6]. Given the reactants [Br:1][C:2]1[CH:3]=[C:4]([CH:8]=[C:9]([F:11])[CH:10]=1)[C:5]([OH:7])=[O:6].[CH2:12](O)[CH3:13].S(=O)(=O)(O)O, predict the reaction product. (5) Given the reactants Cl.[O:2]=[C:3]([N:21]1[CH2:26][CH2:25][NH:24][CH2:23][CH2:22]1)[CH2:4][NH:5][C:6](=[O:20])[C:7]1[CH:12]=[CH:11][C:10]([O:13][C:14]2[CH:19]=[CH:18][CH:17]=[CH:16][CH:15]=2)=[CH:9][CH:8]=1.[C:27]1([S:33](Cl)(=[O:35])=[O:34])[CH:32]=[CH:31][CH:30]=[CH:29][CH:28]=1.O, predict the reaction product. The product is: [C:27]1([S:33]([N:24]2[CH2:23][CH2:22][N:21]([C:3](=[O:2])[CH2:4][NH:5][C:6](=[O:20])[C:7]3[CH:8]=[CH:9][C:10]([O:13][C:14]4[CH:19]=[CH:18][CH:17]=[CH:16][CH:15]=4)=[CH:11][CH:12]=3)[CH2:26][CH2:25]2)(=[O:35])=[O:34])[CH:32]=[CH:31][CH:30]=[CH:29][CH:28]=1. (6) Given the reactants [CH2:1]([O:8][C:9]1[CH:32]=[CH:31][C:12]([C:13]([NH:15][C:16]2[CH:21]=[C:20]([C:22]#[N:23])[CH:19]=[CH:18][C:17]=2[NH:24][CH:25]2[CH2:30][CH2:29][CH2:28][CH2:27][CH2:26]2)=O)=[CH:11][CH:10]=1)[C:2]1[CH:7]=[CH:6][CH:5]=[CH:4][CH:3]=1, predict the reaction product. The product is: [CH2:1]([O:8][C:9]1[CH:32]=[CH:31][C:12]([C:13]2[N:24]([CH:25]3[CH2:30][CH2:29][CH2:28][CH2:27][CH2:26]3)[C:17]3[CH:18]=[CH:19][C:20]([C:22]#[N:23])=[CH:21][C:16]=3[N:15]=2)=[CH:11][CH:10]=1)[C:2]1[CH:7]=[CH:6][CH:5]=[CH:4][CH:3]=1. (7) Given the reactants [CH3:1][C:2]12[C:10]([CH3:12])([CH3:11])[CH:6]([NH:7][CH2:8][CH2:9]1)[CH2:5][C:4]1[CH:13]=[CH:14][CH:15]=[C:16]([OH:17])[C:3]2=1, predict the reaction product. The product is: [CH3:1][C:2]12[C:10]([CH3:12])([CH3:11])[CH:6]([NH:7][CH2:8][CH2:9]1)[CH2:5][C:4]1[CH:3]=[C:16]([OH:17])[CH:15]=[CH:14][C:13]2=1.